From a dataset of Forward reaction prediction with 1.9M reactions from USPTO patents (1976-2016). Predict the product of the given reaction. Given the reactants [Br:1][C:2]1[CH:3]=[C:4]([CH:6]=[CH:7][CH:8]=1)[NH2:5].[CH:9]1[CH:14]=[CH:13][C:12]([O:15][C:16](OC2C=CC=CC=2)=[N:17][C:18]#[N:19])=[CH:11][CH:10]=1, predict the reaction product. The product is: [Br:1][C:2]1[CH:3]=[C:4]([NH:5]/[C:16](=[N:17]/[C:18]#[N:19])/[O:15][C:12]2[CH:13]=[CH:14][CH:9]=[CH:10][CH:11]=2)[CH:6]=[CH:7][CH:8]=1.